Dataset: Catalyst prediction with 721,799 reactions and 888 catalyst types from USPTO. Task: Predict which catalyst facilitates the given reaction. (1) Reactant: C([O:8][C:9]1[CH:14]=[C:13]([O:15]CC2C=CC=CC=2)[C:12]([CH:23]([CH3:25])[CH3:24])=[CH:11][C:10]=1[C:26]1[N:27]([C:32]2[CH:37]=[CH:36][C:35]([N:38]3[CH2:43][CH2:42][O:41][CH2:40][CH2:39]3)=[CH:34][CH:33]=2)[C:28]([OH:31])=[N:29][N:30]=1)C1C=CC=CC=1.C(O)(=O)C.CN(C)C=O. Product: [OH:31][C:28]1[N:27]([C:32]2[CH:33]=[CH:34][C:35]([N:38]3[CH2:43][CH2:42][O:41][CH2:40][CH2:39]3)=[CH:36][CH:37]=2)[C:26]([C:10]2[CH:11]=[C:12]([CH:23]([CH3:25])[CH3:24])[C:13]([OH:15])=[CH:14][C:9]=2[OH:8])=[N:30][N:29]=1. The catalyst class is: 129. (2) Reactant: [CH2:1]([O:8][C:9]1[CH:14]=[CH:13][C:12]([OH:15])=[CH:11][CH:10]=1)[C:2]1[CH:7]=[CH:6][CH:5]=[CH:4][CH:3]=1.Br[CH2:17][C:18]#[N:19].C([O-])([O-])=O.[K+].[K+]. Product: [CH2:1]([O:8][C:9]1[CH:10]=[CH:11][C:12]([O:15][CH2:17][C:18]#[N:19])=[CH:13][CH:14]=1)[C:2]1[CH:3]=[CH:4][CH:5]=[CH:6][CH:7]=1. The catalyst class is: 21.